From a dataset of Reaction yield outcomes from USPTO patents with 853,638 reactions. Predict the reaction yield, written as a fraction of the theoretical maximum amount of product (1.0 means a 100% yield; for example, 0.34 means a 34% yield). (1) The reactants are Br[C:2]1[CH:11]=[C:10]([F:12])[C:9]([OH:13])=[C:8]2[C:3]=1[CH:4]=[CH:5][C:6]([O:14][CH3:15])=[N:7]2.[C:16]([O:20][CH2:21][CH3:22])(=[O:19])[CH:17]=[CH2:18].C1(C(N)C2CCCCC2)CCCCC1. The catalyst is O1CCOCC1.CC(C)([P](C(C)(C)C)([Pd][P](C(C)(C)C)(C(C)(C)C)C(C)(C)C)C(C)(C)C)C.C1C=CC(/C=C/C(/C=C/C2C=CC=CC=2)=O)=CC=1.C1C=CC(/C=C/C(/C=C/C2C=CC=CC=2)=O)=CC=1.C1C=CC(/C=C/C(/C=C/C2C=CC=CC=2)=O)=CC=1.[Pd].[Pd]. The product is [F:12][C:10]1[C:9]([OH:13])=[C:8]2[C:3]([CH:4]=[CH:5][C:6]([O:14][CH3:15])=[N:7]2)=[C:2](/[CH:18]=[CH:17]/[C:16]([O:20][CH2:21][CH3:22])=[O:19])[CH:11]=1. The yield is 0.660. (2) The reactants are [C:1]([O:5][C:6]([N:8]1[CH2:12][CH2:11][CH2:10][CH:9]1C1NC(Br)=CN=1)=[O:7])([CH3:4])([CH3:3])[CH3:2].C([O-])(O)=O.[Na+]. The catalyst is O. The product is [C:1]([O:5][C:6]([N:8]1[CH2:12][CH2:11][CH2:10][CH2:9]1)=[O:7])([CH3:4])([CH3:2])[CH3:3]. The yield is 0.460. (3) The reactants are [CH3:1][C:2]([CH3:49])([CH3:48])[C@H:3]([NH:43][C:44](=[O:47])[O:45][CH3:46])[C:4](=[O:42])[N:5]1[CH2:9][CH2:8][CH2:7][C@H:6]1[C:10](=[O:41])[NH:11][C:12]1[CH:17]=[CH:16][C:15]([CH2:18][N:19]([C:35]2[CH:40]=[CH:39][CH:38]=[CH:37][CH:36]=2)[CH2:20][C:21]2[CH:26]=[CH:25][C:24]([NH:27][C:28]([C@@H:30]3[CH2:34][CH2:33][CH2:32][NH:31]3)=[O:29])=[CH:23][CH:22]=2)=[CH:14][CH:13]=1.[CH3:50][O:51][C:52]([NH:54][C@@H:55]([C@H:59]1[CH2:63][CH2:62][O:61][CH2:60]1)[C:56](O)=[O:57])=[O:53]. No catalyst specified. The product is [CH3:46][O:45][C:44]([NH:43][C@H:3]([C:4]([N:5]1[CH2:9][CH2:8][CH2:7][C@H:6]1[C:10]([NH:11][C:12]1[CH:13]=[CH:14][C:15]([CH2:18][N:19]([CH2:20][C:21]2[CH:26]=[CH:25][C:24]([NH:27][C:28](=[O:29])[C@@H:30]3[CH2:34][CH2:33][CH2:32][N:31]3[C:56](=[O:57])[C@@H:55]([NH:54][C:52]([O:51][CH3:50])=[O:53])[C@H:59]3[CH2:63][CH2:62][O:61][CH2:60]3)=[CH:23][CH:22]=2)[C:35]2[CH:36]=[CH:37][CH:38]=[CH:39][CH:40]=2)=[CH:16][CH:17]=1)=[O:41])=[O:42])[C:2]([CH3:49])([CH3:48])[CH3:1])=[O:47]. The yield is 0.670.